This data is from Full USPTO retrosynthesis dataset with 1.9M reactions from patents (1976-2016). The task is: Predict the reactants needed to synthesize the given product. (1) Given the product [OH:1][C:2]1[CH:3]=[C:4]([C:8]2[N:9]=[C:10]([N:27]3[CH2:32][CH2:31][O:30][CH2:29][CH2:28]3)[C:11]3[N:16]=[N:15][N:14]([CH2:17][C:18]4[CH:19]=[CH:20][C:21]([C:22]([NH:41][CH3:39])=[O:24])=[CH:25][CH:26]=4)[C:12]=3[N:13]=2)[CH:5]=[CH:6][CH:7]=1, predict the reactants needed to synthesize it. The reactants are: [OH:1][C:2]1[CH:3]=[C:4]([C:8]2[N:9]=[C:10]([N:27]3[CH2:32][CH2:31][O:30][CH2:29][CH2:28]3)[C:11]3[N:16]=[N:15][N:14]([CH2:17][C:18]4[CH:26]=[CH:25][C:21]([C:22]([OH:24])=O)=[CH:20][CH:19]=4)[C:12]=3[N:13]=2)[CH:5]=[CH:6][CH:7]=1.C(Cl)(=O)C(Cl)=O.[CH2:39]([N:41](CC)CC)C.CN. (2) Given the product [CH:1]([C:3]1[CH:8]=[C:7]([CH:6]=[CH:5][C:4]=1[N+:10]([O-:12])=[O:11])[O:23][C:20]1[CH:19]=[CH:18][C:17]([S:14]([CH3:13])(=[O:16])=[O:15])=[N:22][CH:21]=1)=[CH2:2], predict the reactants needed to synthesize it. The reactants are: [CH:1]([C:3]1[CH:8]=[C:7](F)[CH:6]=[CH:5][C:4]=1[N+:10]([O-:12])=[O:11])=[CH2:2].[CH3:13][S:14]([C:17]1[N:22]=[CH:21][C:20]([OH:23])=[CH:19][CH:18]=1)(=[O:16])=[O:15].C(=O)([O-])[O-].[K+].[K+]. (3) Given the product [F:37][C:38]1[CH:44]=[CH:43][C:41]([NH:42][CH2:33][C:34]([N:13]2[CH2:14][CH2:15][N:10]3[C:9](=[O:16])[O:8][C:7]([C:1]4[CH:6]=[CH:5][CH:4]=[CH:3][CH:2]=4)([C:17]4[CH:18]=[CH:19][CH:20]=[CH:21][CH:22]=4)[CH:11]3[CH2:12]2)=[O:35])=[CH:40][CH:39]=1, predict the reactants needed to synthesize it. The reactants are: [C:1]1([C:7]2([C:17]3[CH:22]=[CH:21][CH:20]=[CH:19][CH:18]=3)[CH:11]3[CH2:12][NH:13][CH2:14][CH2:15][N:10]3[C:9](=[O:16])[O:8]2)[CH:6]=[CH:5][CH:4]=[CH:3][CH:2]=1.C(N(C(C)C)CC)(C)C.Cl[CH2:33][C:34](Cl)=[O:35].[F:37][C:38]1[CH:44]=[CH:43][C:41]([NH2:42])=[CH:40][CH:39]=1. (4) Given the product [Br:1][C:2]1[CH:7]=[CH:6][C:5]([CH2:8][CH2:9][OH:14])=[C:4]([CH3:10])[CH:3]=1, predict the reactants needed to synthesize it. The reactants are: [Br:1][C:2]1[CH:7]=[CH:6][C:5]([CH:8]=[CH2:9])=[C:4]([CH3:10])[CH:3]=1.C1C[O:14]CC1.[OH-].[Na+].OO.Cl.